From a dataset of Forward reaction prediction with 1.9M reactions from USPTO patents (1976-2016). Predict the product of the given reaction. (1) Given the reactants [CH:1]([C:3]1[CH:16]=[CH:15][C:6]([CH:7]=[C:8]2[S:12][C:11](=[O:13])[NH:10][C:9]2=[O:14])=[CH:5][CH:4]=1)=O.[F:17][C:18]1[C:23]([F:24])=[CH:22][C:21]([NH2:25])=[C:20]([NH2:26])[CH:19]=1, predict the reaction product. The product is: [F:17][C:18]1[C:23]([F:24])=[CH:22][C:21]2[N:25]=[C:1]([C:3]3[CH:16]=[CH:15][C:6]([CH:7]=[C:8]4[S:12][C:11](=[O:13])[NH:10][C:9]4=[O:14])=[CH:5][CH:4]=3)[NH:26][C:20]=2[CH:19]=1. (2) The product is: [CH3:24][O:23][CH:4]([O:3][CH3:1])[C:5]1[CH:6]=[CH:7][C:8]([CH:9]2[CH:26]([C:27]3[CH:32]=[CH:31][CH:30]=[CH:29][CH:28]=3)[C:34](=[O:35])[C:39]3[C:38]([C:37]([O:41][CH3:42])=[O:40])=[CH:17][CH:18]=[CH:19][C:11]=3[NH:10]2)=[CH:21][CH:22]=1. Given the reactants [CH2:1]([O:3][CH:4]([O:23][CH2:24]C)[C:5]1[CH:22]=[CH:21][C:8](/[CH:9]=[N:10]/[C:11]2[CH:19]=[CH:18][CH:17]=C3C=2COC3=O)=[CH:7][CH:6]=1)C.[CH:26](=O)[C:27]1[CH:32]=[CH:31][CH:30]=[CH:29][CH:28]=1.[CH3:34][O-:35].[Na+].[C:37]([O:41][CH2:42]C)(=[O:40])[CH2:38][CH3:39], predict the reaction product.